Dataset: Forward reaction prediction with 1.9M reactions from USPTO patents (1976-2016). Task: Predict the product of the given reaction. (1) Given the reactants [C:1]([O:5][C:6](=[O:21])[NH:7][C:8]1[CH:13]=[C:12]([O:14][CH3:15])[C:11]([CH2:16]Br)=[C:10]([O:18][CH3:19])[C:9]=1[Br:20])([CH3:4])([CH3:3])[CH3:2].[NH:22]1[CH2:27][CH2:26][O:25][CH2:24][CH2:23]1, predict the reaction product. The product is: [C:1]([O:5][C:6](=[O:21])[NH:7][C:8]1[CH:13]=[C:12]([O:14][CH3:15])[C:11]([CH2:16][N:22]2[CH2:27][CH2:26][O:25][CH2:24][CH2:23]2)=[C:10]([O:18][CH3:19])[C:9]=1[Br:20])([CH3:4])([CH3:3])[CH3:2]. (2) Given the reactants [OH:1][C:2]1[CH:3]=[CH:4][C:5]([N+:10]([O-:12])=[O:11])=[C:6]([CH:9]=1)[CH:7]=[O:8].Cl[C:14]([F:19])([F:18])C([O-])=O.[Na+].[OH-].[Na+], predict the reaction product. The product is: [F:18][CH:14]([F:19])[O:1][C:2]1[CH:3]=[CH:4][C:5]([N+:10]([O-:12])=[O:11])=[C:6]([CH:9]=1)[CH:7]=[O:8]. (3) The product is: [N:1]1[C:11]2[N:10]([CH2:19][CH2:20][CH2:21][N:22]3[C:26](=[O:27])[C:25]4[C:24](=[CH:31][CH:30]=[CH:29][CH:28]=4)[C:23]3=[O:32])[C:9]3[CH:12]=[CH:13][CH:14]=[CH:15][C:8]=3[CH2:7][CH2:6][C:5]=2[CH:4]=[N:3][CH:2]=1. Given the reactants [N:1]1[C:11]2[NH:10][C:9]3[CH:12]=[CH:13][CH:14]=[CH:15][C:8]=3[CH2:7][CH2:6][C:5]=2[CH:4]=[N:3][CH:2]=1.[H-].[Na+].Br[CH2:19][CH2:20][CH2:21][N:22]1[C:26](=[O:27])[C:25]2=[CH:28][CH:29]=[CH:30][CH:31]=[C:24]2[C:23]1=[O:32].[Na+].[Cl-], predict the reaction product. (4) Given the reactants [NH2:1][C:2]1[CH:3]=[N:4][C:5]2[C:10]([C:11]=1[NH:12][CH2:13][C:14]1([OH:18])[CH2:17][CH2:16][CH2:15]1)=[CH:9][CH:8]=[CH:7][CH:6]=2.C(N(CC)CC)C.C(Cl)(Cl)Cl.[CH2:30]([O:32][CH2:33][C:34](Cl)=O)[CH3:31], predict the reaction product. The product is: [CH2:30]([O:32][CH2:33][C:34]1[N:12]([CH2:13][C:14]2([OH:18])[CH2:17][CH2:16][CH2:15]2)[C:11]2[C:10]3[CH:9]=[CH:8][CH:7]=[CH:6][C:5]=3[N:4]=[CH:3][C:2]=2[N:1]=1)[CH3:31]. (5) The product is: [CH3:18][C:14]1[N:13]=[C:12]([NH:11][C:2](=[O:3])[O:4][C:5]2[CH:10]=[CH:9][CH:8]=[CH:7][CH:6]=2)[CH:17]=[CH:16][CH:15]=1. Given the reactants Cl[C:2]([O:4][C:5]1[CH:10]=[CH:9][CH:8]=[CH:7][CH:6]=1)=[O:3].[NH2:11][C:12]1[CH:17]=[CH:16][CH:15]=[C:14]([CH3:18])[N:13]=1.N1C=CC=CC=1.O, predict the reaction product. (6) Given the reactants [H-].[Na+].[CH:3]([Si:6]([CH:18]([CH3:20])[CH3:19])([CH:15]([CH3:17])[CH3:16])[O:7][CH:8]1CN[C:11](=O)[NH:10][CH2:9]1)([CH3:5])[CH3:4].CI.[CH3:23][N:24]([CH:26]=[O:27])[CH3:25], predict the reaction product. The product is: [CH3:23][N:24]1[CH2:25][CH:8]([O:7][Si:6]([CH:15]([CH3:17])[CH3:16])([CH:3]([CH3:5])[CH3:4])[CH:18]([CH3:19])[CH3:20])[CH2:9][N:10]([CH3:11])[C:26]1=[O:27]. (7) Given the reactants C([Mg]Br)(C)C.C([Li])CCC.[CH2:11]([O:18][C:19]1[CH:24]=[C:23]([F:25])[C:22](Br)=[CH:21][C:20]=1[F:27])[C:12]1[CH:17]=[CH:16][CH:15]=[CH:14][CH:13]=1.[C:28]([O:32][C:33]([N:35]1[CH2:40][CH2:39][O:38][C@H:37]([C:41](=[O:46])N(OC)C)[CH2:36]1)=[O:34])([CH3:31])([CH3:30])[CH3:29], predict the reaction product. The product is: [C:28]([O:32][C:33]([N:35]1[CH2:40][CH2:39][O:38][C@H:37]([C:41](=[O:46])[C:22]2[CH:21]=[C:20]([F:27])[C:19]([O:18][CH2:11][C:12]3[CH:17]=[CH:16][CH:15]=[CH:14][CH:13]=3)=[CH:24][C:23]=2[F:25])[CH2:36]1)=[O:34])([CH3:31])([CH3:30])[CH3:29].